From a dataset of Full USPTO retrosynthesis dataset with 1.9M reactions from patents (1976-2016). Predict the reactants needed to synthesize the given product. (1) Given the product [OH:1][C@@H:2]([CH2:21][CH2:22][CH2:23][CH2:24][CH3:25])/[CH:3]=[CH:4]/[C@@H:5]1[C@@H:6]([CH2:12][CH2:16][CH2:15][CH2:14][CH2:13][CH2:40][C:39]([O:41][CH3:42])=[O:33])[C:7](=[O:38])[CH2:8][C@H:28]1[OH:29], predict the reactants needed to synthesize it. The reactants are: [OH:1][C@@H:2]([CH2:21][CH2:22][CH2:23][CH2:24][CH3:25])/[CH:3]=[CH:4]/[C@@H:5](CC)[C@H:6]([C@:12]1(O)[CH2:16][CH2:15][CH2:14][C:13]1=O)[CH2:7][CH2:8]C(O)=O.CN(N=O)[C:28](N)=[O:29].[OH-:33].[K+].[N+](=C)=[N-].[OH2:38].[CH2:39]([O:41][CH2:42]C)[CH3:40]. (2) Given the product [O:17]1[CH2:18][CH2:19][N:14]([C:4]2[N:5]=[C:6]([N:8]3[CH2:13][CH2:12][O:11][CH2:10][CH2:9]3)[N:7]=[C:2]([C:28]3[CH:34]=[CH:33][C:31]([NH2:32])=[CH:30][CH:29]=3)[N:3]=2)[CH2:15][CH2:16]1, predict the reactants needed to synthesize it. The reactants are: Cl[C:2]1[N:7]=[C:6]([N:8]2[CH2:13][CH2:12][O:11][CH2:10][CH2:9]2)[N:5]=[C:4]([N:14]2[CH2:19][CH2:18][O:17][CH2:16][CH2:15]2)[N:3]=1.CC1(C)C(C)(C)OB([C:28]2[CH:34]=[CH:33][C:31]([NH2:32])=[CH:30][CH:29]=2)O1.C(=O)([O-])[O-].[Na+].[Na+]. (3) Given the product [Cl:19][C:20]1[CH:25]=[CH:24][C:23]([F:26])=[CH:22][C:21]=1[N:27]1[C:6](=[O:13])[CH:3]([CH:2]([CH3:5])[CH3:1])[NH:18][C:14]1=[O:17], predict the reactants needed to synthesize it. The reactants are: [CH3:1][CH:2]([CH3:5])[CH:3]=O.[C:6]1(=[O:13])CCCCCC1.[C:14]([O-:17])(=O)C.[NH4+:18].[Cl:19][C:20]1[CH:25]=[CH:24][C:23]([F:26])=[CH:22][C:21]=1[NH2:27]. (4) Given the product [Cl:54][C:55]1[CH:60]=[CH:59][CH:58]=[CH:57][C:56]=1[NH:61][C:62]([NH:51][C:50]1[CH:49]=[CH:48][C:47]([C:44]2[S:43][C:42]([CH:39]3[CH2:40][CH2:41][N:36]([S:33]([CH3:32])(=[O:35])=[O:34])[CH2:37][CH2:38]3)=[N:46][CH:45]=2)=[CH:53][CH:52]=1)=[O:63], predict the reactants needed to synthesize it. The reactants are: FC(F)(F)C1C=C(NC(=O)NC2C=CC(C3SC(CCC(OC)=O)=NC=3)=CC=2)C=CC=1.[CH3:32][S:33]([N:36]1[CH2:41][CH2:40][CH:39]([C:42]2[S:43][C:44]([C:47]3[CH:53]=[CH:52][C:50]([NH2:51])=[CH:49][CH:48]=3)=[CH:45][N:46]=2)[CH2:38][CH2:37]1)(=[O:35])=[O:34].[Cl:54][C:55]1[CH:60]=[CH:59][CH:58]=[CH:57][C:56]=1[N:61]=[C:62]=[O:63]. (5) Given the product [F:8][C:4]1[C:3]([OH:9])=[C:2]([CH2:18][C:17]([O:16][CH3:12])=[O:20])[CH:7]=[CH:6][CH:5]=1, predict the reactants needed to synthesize it. The reactants are: Br[C:2]1[CH:7]=[CH:6][CH:5]=[C:4]([F:8])[C:3]=1[O:9]C.[Cl-].[C:12]([O:16][C:17](=[O:20])[CH2:18][Zn+])(C)(C)C.B(Br)(Br)Br.CCCCCCC. (6) Given the product [C:1]([N:4]1[CH2:5][CH2:6][CH:7]([C:10]([N:12]2[CH2:17][CH2:16][C@@H:15]([N:18]([CH3:19])[C:33](=[O:35])[C:32]3[CH:36]=[CH:37][C:29]([Cl:28])=[C:30]([C:38]([F:41])([F:40])[F:39])[CH:31]=3)[C@H:14]([C:20]3[CH:25]=[CH:24][C:23]([Cl:26])=[C:22]([Cl:27])[CH:21]=3)[CH2:13]2)=[O:11])[CH2:8][CH2:9]1)(=[O:3])[CH3:2], predict the reactants needed to synthesize it. The reactants are: [C:1]([N:4]1[CH2:9][CH2:8][CH:7]([C:10]([N:12]2[CH2:17][CH2:16][C@@H:15]([NH:18][CH3:19])[C@H:14]([C:20]3[CH:25]=[CH:24][C:23]([Cl:26])=[C:22]([Cl:27])[CH:21]=3)[CH2:13]2)=[O:11])[CH2:6][CH2:5]1)(=[O:3])[CH3:2].[Cl:28][C:29]1[CH:37]=[CH:36][C:32]([C:33]([OH:35])=O)=[CH:31][C:30]=1[C:38]([F:41])([F:40])[F:39]. (7) Given the product [F:42][C:40]1[CH:41]=[CH:36][C:37]([F:43])=[CH:38][C:39]=1[C@H:2]1[CH2:3][CH2:4][CH2:5][N:1]1[C:6]([O:8][C:9]([CH3:12])([CH3:11])[CH3:10])=[O:7], predict the reactants needed to synthesize it. The reactants are: [N:1]1([C:6]([O:8][C:9]([CH3:12])([CH3:11])[CH3:10])=[O:7])[CH2:5][CH2:4][CH2:3][CH2:2]1.C1C[C@H]2N(C[C@H]3[C@@H]4CCCCN4C[C@@H]2C3)CC1.[Li]C(CC)C.Br[C:36]1[CH:41]=[C:40]([F:42])[CH:39]=[CH:38][C:37]=1[F:43].[NH4+].[OH-]. (8) Given the product [N:14]1[C:15]2[C:20](=[CH:19][CH:18]=[CH:17][CH:16]=2)[CH:21]=[CH:22][C:13]=1[N:11]1[CH2:12][CH:9]([O:8][C:6]2[C:5]([CH:23]3[CH2:24][CH2:25][N:26]([C:29]([O:31][C:32]([CH3:35])([CH3:34])[CH3:33])=[O:30])[CH2:27][CH2:28]3)=[CH:4][N:3]=[CH:2][N:7]=2)[CH2:10]1, predict the reactants needed to synthesize it. The reactants are: Cl[C:2]1[N:7]=[C:6]([O:8][CH:9]2[CH2:12][N:11]([C:13]3[CH:22]=[CH:21][C:20]4[C:15](=[CH:16][CH:17]=[CH:18][CH:19]=4)[N:14]=3)[CH2:10]2)[C:5]([C:23]2[CH2:28][CH2:27][N:26]([C:29]([O:31][C:32]([CH3:35])([CH3:34])[CH3:33])=[O:30])[CH2:25][CH:24]=2)=[CH:4][N:3]=1. (9) Given the product [Cl:11][C:12]1[CH:17]=[CH:16][N:15]=[C:14]([NH:18][C:24](=[O:25])[O:23][C:20]([CH3:22])([CH3:21])[CH3:19])[CH:13]=1, predict the reactants needed to synthesize it. The reactants are: [Li+].C[Si]([N-][Si](C)(C)C)(C)C.[Cl:11][C:12]1[CH:17]=[CH:16][N:15]=[C:14]([NH2:18])[CH:13]=1.[CH3:19][C:20]([O:23][C:24](O[C:24]([O:23][C:20]([CH3:22])([CH3:21])[CH3:19])=[O:25])=[O:25])([CH3:22])[CH3:21]. (10) Given the product [CH3:4][C:2]([Si:5]([CH3:22])([CH3:21])[O:6][C@@H:7]1[CH2:11][N:10]([C:12]([O:14][C:15]([CH3:16])([CH3:18])[CH3:17])=[O:13])[C@@H:9]([CH2:19][O:20][S:31]([CH3:30])(=[O:33])=[O:32])[CH2:8]1)([CH3:1])[CH3:3], predict the reactants needed to synthesize it. The reactants are: [CH3:1][C:2]([Si:5]([CH3:22])([CH3:21])[O:6][C@@H:7]1[CH2:11][N:10]([C:12]([O:14][C:15]([CH3:18])([CH3:17])[CH3:16])=[O:13])[C@@H:9]([CH2:19][OH:20])[CH2:8]1)([CH3:4])[CH3:3].C(N(CC)CC)C.[CH3:30][S:31](Cl)(=[O:33])=[O:32].